From a dataset of Reaction yield outcomes from USPTO patents with 853,638 reactions. Predict the reaction yield, written as a fraction of the theoretical maximum amount of product (1.0 means a 100% yield; for example, 0.34 means a 34% yield). (1) The yield is 0.203. The reactants are [CH3:1][C:2]1[O:3][C:4]([C:10]2[CH:15]=[CH:14][CH:13]=[CH:12][CH:11]=2)=[CH:5][C:6]=1[C:7]([OH:9])=O.[CH3:16][O:17][C:18]1[CH:19]=[C:20]([C:26]2([CH2:31][NH2:32])[CH2:30][CH2:29][CH2:28][CH2:27]2)[CH:21]=[CH:22][C:23]=1[O:24][CH3:25].C(N(CC)CC)C.F[P-](F)(F)(F)(F)F.N1(OC(N(C)C)=[N+](C)C)C2N=CC=CC=2N=N1. The product is [CH3:16][O:17][C:18]1[CH:19]=[C:20]([C:26]2([CH2:31][NH:32][C:7]([C:6]3[CH:5]=[C:4]([C:10]4[CH:15]=[CH:14][CH:13]=[CH:12][CH:11]=4)[O:3][C:2]=3[CH3:1])=[O:9])[CH2:27][CH2:28][CH2:29][CH2:30]2)[CH:21]=[CH:22][C:23]=1[O:24][CH3:25]. The catalyst is C(#N)C. (2) The reactants are Cl.[CH2:2]([O:9][C:10]1[CH:15]=[CH:14][C:13]([NH:16][C:17]2[C:26]3[C:21](=[CH:22][C:23]([F:28])=[C:24](I)[CH:25]=3)[N:20]=[CH:19][N:18]=2)=[CH:12][CH:11]=1)[C:3]1[CH:8]=[CH:7][CH:6]=[CH:5][CH:4]=1.[O:29]1[CH2:33][CH2:32][O:31][CH:30]1[C:34]1[O:38][C:37]([Sn](CCCC)(CCCC)CCCC)=[CH:36][CH:35]=1.C(N(C(C)C)CC)(C)C. The catalyst is CN(C=O)C. The product is [CH2:2]([O:9][C:10]1[CH:15]=[CH:14][C:13]([NH:16][C:17]2[C:26]3[C:21](=[CH:22][C:23]([F:28])=[C:24]([C:37]4[O:38][C:34]([CH:30]5[O:31][CH2:32][CH2:33][O:29]5)=[CH:35][CH:36]=4)[CH:25]=3)[N:20]=[CH:19][N:18]=2)=[CH:12][CH:11]=1)[C:3]1[CH:8]=[CH:7][CH:6]=[CH:5][CH:4]=1. The yield is 0.590.